From a dataset of Catalyst prediction with 721,799 reactions and 888 catalyst types from USPTO. Predict which catalyst facilitates the given reaction. (1) Reactant: [CH:1](=[O:10])[CH:2]=[CH:3][C:4]1[CH:9]=[CH:8][CH:7]=[CH:6][CH:5]=1.[CH2:11]([OH:23])[CH2:12][CH2:13][CH2:14][CH2:15][CH2:16][CH2:17][CH2:18][CH2:19][CH2:20][CH2:21][CH3:22]. Product: [CH2:11]([O:23][C:1](=[O:10])[CH:2]=[CH:3][C:4]1[CH:9]=[CH:8][CH:7]=[CH:6][CH:5]=1)[CH2:12][CH2:13][CH2:14][CH2:15][CH2:16][CH2:17][CH2:18][CH2:19][CH2:20][CH2:21][CH3:22]. The catalyst class is: 11. (2) Reactant: [Li+].[BH4-].[C:3]([C:5]1[CH:10]=[CH:9][C:8]([CH2:11][C:12](OCC)=[O:13])=[CH:7][C:6]=1[O:17][CH3:18])#[N:4].O. Product: [OH:13][CH2:12][CH2:11][C:8]1[CH:9]=[CH:10][C:5]([C:3]#[N:4])=[C:6]([O:17][CH3:18])[CH:7]=1. The catalyst class is: 1. (3) Product: [CH2:7]([O:6][C:4]([C:3]1[N:1]=[C:19]([C:18]2[CH:21]=[CH:22][C:15]([O:14][C:13]([F:12])([F:23])[F:24])=[CH:16][CH:17]=2)[NH:20][C:9]=1[CH3:11])=[O:5])[CH3:8]. Reactant: [N:1](=[C:3]([C:9]([CH3:11])=O)[C:4]([O:6][CH2:7][CH3:8])=[O:5])O.[F:12][C:13]([F:24])([F:23])[O:14][C:15]1[CH:22]=[CH:21][C:18]([CH2:19][NH2:20])=[CH:17][CH:16]=1. The catalyst class is: 10. (4) The catalyst class is: 57. Product: [CH3:32][N:16]1[C:17]2[C:9]([S:8][C:5]3[CH:6]=[CH:7][C:2]([CH3:1])=[CH:3][CH:4]=3)=[CH:10][CH:11]=[CH:12][C:13]=2[C:14]2[CH2:21][N:20]([C:22]([O:24][C:25]([CH3:28])([CH3:27])[CH3:26])=[O:23])[CH2:19][CH2:18][C:15]1=2. Reactant: [CH3:1][C:2]1[CH:7]=[CH:6][C:5]([S:8][C:9]2[C:17]3[NH:16][C:15]4[CH2:18][CH2:19][N:20]([C:22]([O:24][C:25]([CH3:28])([CH3:27])[CH3:26])=[O:23])[CH2:21][C:14]=4[C:13]=3[CH:12]=[CH:11][CH:10]=2)=[CH:4][CH:3]=1.[OH-].[K+].I[CH3:32].